This data is from Catalyst prediction with 721,799 reactions and 888 catalyst types from USPTO. The task is: Predict which catalyst facilitates the given reaction. (1) Reactant: CN(C(ON1N=NC2C=CC=NC1=2)=[N+](C)C)C.F[P-](F)(F)(F)(F)F.[NH2:25][C:26]1[C:27]([C:36]([OH:38])=O)=[CH:28][C:29]2[C:34]([CH:35]=1)=[CH:33][CH:32]=[CH:31][CH:30]=2.[CH:39]1([O:43][C@H:44]([CH3:51])[C@@H:45]([C:47]([O:49][CH3:50])=[O:48])[NH2:46])[CH2:42][CH2:41][CH2:40]1.C(N(C(C)C)CC)(C)C. Product: [NH2:25][C:26]1[C:27]([C:36]([NH:46][C@H:45]([C:47]([O:49][CH3:50])=[O:48])[C@@H:44]([CH3:51])[O:43][CH:39]2[CH2:42][CH2:41][CH2:40]2)=[O:38])=[CH:28][C:29]2[C:34]([CH:35]=1)=[CH:33][CH:32]=[CH:31][CH:30]=2. The catalyst class is: 3. (2) Reactant: Cl[CH2:2][CH:3]=O.CN(C=O)C.[NH2:10][C:11]1[CH:19]=[CH:18][CH:17]=[CH:16][C:12]=1[C:13](=[S:15])[NH2:14].C([O-])(O)=O.[Na+]. Product: [S:15]1[CH:3]=[CH:2][N:14]=[C:13]1[C:12]1[CH:16]=[CH:17][CH:18]=[CH:19][C:11]=1[NH2:10]. The catalyst class is: 6. (3) Reactant: [NH2:1][C:2]1[CH:20]=[CH:19][C:5]([O:6][C:7]2[N:12]=[CH:11][N:10]=[C:9]([NH:13][C:14]([CH:16]3[CH2:18][CH2:17]3)=[O:15])[CH:8]=2)=[CH:4][C:3]=1[CH3:21].[F:22][C:23]1[CH:28]=[CH:27][C:26]([NH:29][C:30](=O)[O:31]C2C=CC=CC=2)=[CH:25][C:24]=1[C:39]([F:42])([F:41])[F:40].CCN(C(C)C)C(C)C. Product: [F:22][C:23]1[CH:28]=[CH:27][C:26]([NH:29][C:30]([NH:1][C:2]2[CH:20]=[CH:19][C:5]([O:6][C:7]3[N:12]=[CH:11][N:10]=[C:9]([NH:13][C:14]([CH:16]4[CH2:17][CH2:18]4)=[O:15])[CH:8]=3)=[CH:4][C:3]=2[CH3:21])=[O:31])=[CH:25][C:24]=1[C:39]([F:40])([F:41])[F:42]. The catalyst class is: 1. (4) The catalyst class is: 22. Product: [CH3:4][C:2]([C:5]1[CH:6]=[CH:7][C:8]([CH2:11][N:12]2[C:17](=[O:18])[C:16]([C:36]([NH:35][CH2:38][C:39]([OH:41])=[O:40])=[O:37])=[C:15]([OH:19])[N:14]([C:20]3[S:21][CH:22]=[CH:23][CH:24]=3)[C:13]2=[O:25])=[CH:9][CH:10]=1)([CH3:1])[CH3:3]. Reactant: [CH3:1][C:2]([C:5]1[CH:10]=[CH:9][C:8]([CH2:11][N:12]2[C:17](=[O:18])[CH2:16][C:15](=[O:19])[N:14]([C:20]3[S:21][CH:22]=[CH:23][CH:24]=3)[C:13]2=[O:25])=[CH:7][CH:6]=1)([CH3:4])[CH3:3].C(N(C(C)C)CC)(C)C.[N:35]([CH2:38][C:39]([O:41]CC)=[O:40])=[C:36]=[O:37]. (5) Product: [CH2:21]([N:28]1[CH2:32][C:31]([CH2:33][CH2:34][N:9]2[C@H:8]([C:3]3[C:2]([CH3:1])=[CH:7][CH:6]=[CH:5][N:4]=3)[CH2:13][CH2:12][CH2:11][C@@H:10]2[C:14]2[C:19]([CH3:20])=[CH:18][CH:17]=[CH:16][N:15]=2)=[CH:30][NH:29]1)[C:22]1[CH:27]=[CH:26][CH:25]=[CH:24][CH:23]=1. Reactant: [CH3:1][C:2]1[C:3]([C@H:8]2[CH2:13][CH2:12][CH2:11][C@@H:10]([C:14]3[C:19]([CH3:20])=[CH:18][CH:17]=[CH:16][N:15]=3)[NH:9]2)=[N:4][CH:5]=[CH:6][CH:7]=1.[CH2:21]([N:28]1[CH2:32][C:31]([CH2:33][CH2:34]OS(C)(=O)=O)=[CH:30][NH:29]1)[C:22]1[CH:27]=[CH:26][CH:25]=[CH:24][CH:23]=1.CC1(C)CCCC(C)(C)N1. The catalyst class is: 23. (6) Reactant: C([Li])CCC.Br[C:7]1[CH:21]=[CH:20][C:10]([CH2:11][NH:12][C:13]([O:15][C:16]([CH3:19])([CH3:18])[CH3:17])=[O:14])=[CH:9][C:8]=1[F:22].[CH3:23][C:24]([CH3:29])([CH3:28])[CH2:25][CH:26]=[O:27]. Product: [C:16]([O:15][C:13]([NH:12][CH2:11][C:10]1[CH:20]=[CH:21][C:7]([CH:26]([OH:27])[CH2:25][C:24]([CH3:29])([CH3:28])[CH3:23])=[C:8]([F:22])[CH:9]=1)=[O:14])([CH3:19])([CH3:18])[CH3:17]. The catalyst class is: 27. (7) Reactant: [CH2:1]([N:3]1[C:7]2=[N:8][C:9]([CH2:32][CH3:33])=[C:10]([CH2:19][NH:20][C:21]([C:23]3[CH:24]=[C:25]([CH:29]=[CH:30][CH:31]=3)[C:26]([OH:28])=O)=[O:22])[C:11]([NH:12][CH:13]3[CH2:18][CH2:17][O:16][CH2:15][CH2:14]3)=[C:6]2[CH:5]=[N:4]1)[CH3:2].[Br:34][C:35]1[CH:36]=[C:37]([CH2:43][NH2:44])[CH:38]=[CH:39][C:40]=1[O:41][CH3:42].CN(C(ON1N=NC2C=CC=CC1=2)=[N+](C)C)C.F[P-](F)(F)(F)(F)F. Product: [Br:34][C:35]1[CH:36]=[C:37]([CH2:43][NH:44][C:26]([C:25]2[CH:29]=[CH:30][CH:31]=[C:23]([C:21]([NH:20][CH2:19][C:10]3[C:11]([NH:12][CH:13]4[CH2:18][CH2:17][O:16][CH2:15][CH2:14]4)=[C:6]4[CH:5]=[N:4][N:3]([CH2:1][CH3:2])[C:7]4=[N:8][C:9]=3[CH2:32][CH3:33])=[O:22])[CH:24]=2)=[O:28])[CH:38]=[CH:39][C:40]=1[O:41][CH3:42]. The catalyst class is: 2. (8) Reactant: C[O:2][CH:3](OC)[CH2:4][NH:5][S:6]([C:9]1[C:18]2[C:13](=[C:14]([N:19]([CH3:21])[CH3:20])[CH:15]=[CH:16][CH:17]=2)[CH:12]=[CH:11][CH:10]=1)(=[O:8])=[O:7].Cl. Product: [O:2]=[CH:3][CH2:4][NH:5][S:6]([C:9]1[C:18]2[C:13](=[C:14]([N:19]([CH3:21])[CH3:20])[CH:15]=[CH:16][CH:17]=2)[CH:12]=[CH:11][CH:10]=1)(=[O:8])=[O:7]. The catalyst class is: 5. (9) Reactant: [N:1]1[N:5]2[C:6]3[CH2:12][N:11]([C:13]4[CH:14]=[C:15]([CH:20]=[CH:21][CH:22]=4)[C:16]([O:18]C)=[O:17])[CH2:10][C:7]=3[CH:8]=[N:9][C:4]2=[CH:3][CH:2]=1.[OH-].[Na+].O1CCCC1.Cl. The catalyst class is: 5. Product: [N:1]1[N:5]2[C:6]3[CH2:12][N:11]([C:13]4[CH:14]=[C:15]([CH:20]=[CH:21][CH:22]=4)[C:16]([OH:18])=[O:17])[CH2:10][C:7]=3[CH:8]=[N:9][C:4]2=[CH:3][CH:2]=1.